From a dataset of Full USPTO retrosynthesis dataset with 1.9M reactions from patents (1976-2016). Predict the reactants needed to synthesize the given product. (1) Given the product [CH:1]1([C:4]2[CH:5]=[CH:6][C:7]([CH:12]([C:20]3[CH:25]=[CH:24][C:23]([Cl:26])=[C:22]([Cl:27])[CH:21]=3)[CH2:13][C@@H:14]3[NH:18][C:17](=[O:19])[CH2:16][CH2:15]3)=[N:8][C:9]=2[O:10][CH3:11])[CH2:3][CH2:2]1, predict the reactants needed to synthesize it. The reactants are: [CH:1]1([C:4]2[CH:5]=[CH:6][C:7](/[C:12](/[C:20]3[CH:25]=[CH:24][C:23]([Cl:26])=[C:22]([Cl:27])[CH:21]=3)=[CH:13]/[C@@H:14]3[NH:18][C:17](=[O:19])[CH2:16][CH2:15]3)=[N:8][C:9]=2[O:10][CH3:11])[CH2:3][CH2:2]1.[H][H]. (2) The reactants are: Cl[CH2:2][C:3]1[N:7]([CH3:8])[C:6]2[CH:9]=[C:10]([O:17][CH3:18])[C:11]([O:15][CH3:16])=[C:12]([O:13][CH3:14])[C:5]=2[N:4]=1.[NH:19]1[CH2:24][CH2:23][NH:22][CH2:21][CH2:20]1. Given the product [CH3:8][N:7]1[C:6]2[CH:9]=[C:10]([O:17][CH3:18])[C:11]([O:15][CH3:16])=[C:12]([O:13][CH3:14])[C:5]=2[N:4]=[C:3]1[CH2:2][N:19]1[CH2:24][CH2:23][N:22]([CH2:2][C:3]2[N:7]([CH3:8])[C:6]3[CH:9]=[C:10]([O:17][CH3:18])[C:11]([O:15][CH3:16])=[C:12]([O:13][CH3:14])[C:5]=3[N:4]=2)[CH2:21][CH2:20]1, predict the reactants needed to synthesize it. (3) Given the product [Cl:1][C:2]1[C:11]([C:12]([NH:25][CH2:24][C:23]2[CH:26]=[CH:27][CH:28]=[C:21]([F:20])[CH:22]=2)=[O:13])=[C:10]([CH3:15])[C:9]2[C:4](=[CH:5][C:6]([C:16]([F:19])([F:18])[F:17])=[CH:7][CH:8]=2)[N:3]=1, predict the reactants needed to synthesize it. The reactants are: [Cl:1][C:2]1[C:11]([C:12](Cl)=[O:13])=[C:10]([CH3:15])[C:9]2[C:4](=[CH:5][C:6]([C:16]([F:19])([F:18])[F:17])=[CH:7][CH:8]=2)[N:3]=1.[F:20][C:21]1[CH:22]=[C:23]([CH:26]=[CH:27][CH:28]=1)[CH2:24][NH2:25].CCN(C(C)C)C(C)C.O. (4) Given the product [CH3:31][O:32][CH2:33][CH2:34][NH:35][CH2:22][C:21]1[CH:20]=[C:19]([C:18]2[C:17]3[C:12](=[C:13]([C:27]([F:29])([F:30])[F:28])[CH:14]=[CH:15][CH:16]=3)[N:11]=[CH:10][C:9]=2[C:1]([C:2]2[CH:7]=[CH:6][CH:5]=[CH:4][CH:3]=2)=[O:8])[CH:26]=[CH:25][CH:24]=1, predict the reactants needed to synthesize it. The reactants are: [C:1]([C:9]1[CH:10]=[N:11][C:12]2[C:17]([C:18]=1[C:19]1[CH:20]=[C:21]([CH:24]=[CH:25][CH:26]=1)[CH:22]=O)=[CH:16][CH:15]=[CH:14][C:13]=2[C:27]([F:30])([F:29])[F:28])(=[O:8])[C:2]1[CH:7]=[CH:6][CH:5]=[CH:4][CH:3]=1.[CH3:31][O:32][CH2:33][CH2:34][NH2:35]. (5) Given the product [N:1]1[CH:6]=[CH:5][CH:4]=[C:3]([C:7]2[CH:8]=[C:9]3[C:19]4[C:14](=[N:15][CH:16]=[C:17]([C:20]5[CH:37]=[CH:36][C:23]([O:24][CH2:25][CH2:26][CH2:27][NH2:28])=[CH:22][CH:21]=5)[CH:18]=4)[NH:13][C:10]3=[CH:11][N:12]=2)[CH:2]=1, predict the reactants needed to synthesize it. The reactants are: [N:1]1[CH:6]=[CH:5][CH:4]=[C:3]([C:7]2[CH:8]=[C:9]3[C:19]4[C:14](=[N:15][CH:16]=[C:17]([C:20]5[CH:37]=[CH:36][C:23]([O:24][CH2:25][CH2:26][CH2:27][NH:28]C(=O)OC(C)(C)C)=[CH:22][CH:21]=5)[CH:18]=4)[NH:13][C:10]3=[CH:11][N:12]=2)[CH:2]=1.FC(F)(F)C(O)=O.C(=O)(O)[O-].[Na+]. (6) Given the product [CH3:35][S:36]([O:1][CH2:2][CH:3]1[S:7][C:6]([C:8]2[NH:9][C:10]3[C:15]([CH:16]=2)=[CH:14][CH:13]=[CH:12][C:11]=3[N:17]([CH3:27])[S:18]([C:21]2[CH:26]=[CH:25][CH:24]=[CH:23][N:22]=2)(=[O:19])=[O:20])=[N:5][CH2:4]1)(=[O:38])=[O:37], predict the reactants needed to synthesize it. The reactants are: [OH:1][CH2:2][CH:3]1[S:7][C:6]([C:8]2[NH:9][C:10]3[C:15]([CH:16]=2)=[CH:14][CH:13]=[CH:12][C:11]=3[N:17]([CH3:27])[S:18]([C:21]2[CH:26]=[CH:25][CH:24]=[CH:23][N:22]=2)(=[O:20])=[O:19])=[N:5][CH2:4]1.C(N(CC)CC)C.[CH3:35][S:36](Cl)(=[O:38])=[O:37].O.